Dataset: Forward reaction prediction with 1.9M reactions from USPTO patents (1976-2016). Task: Predict the product of the given reaction. (1) Given the reactants [CH3:1][C:2]1[N:9]2[C:5]([S:6][C:7]([C:10]([OH:12])=O)=[N:8]2)=[CH:4][N:3]=1.C(N(C(C)C)CC)(C)C.C(P1(=O)OP(CCC)(=O)OP(CCC)(=O)O1)CC.[C:40]1([CH:46]2[CH2:50][CH2:49][CH2:48][NH:47]2)[CH:45]=[CH:44][CH:43]=[CH:42][CH:41]=1, predict the reaction product. The product is: [CH3:1][C:2]1[N:9]2[C:5]([S:6][C:7]([C:10]([N:47]3[CH2:48][CH2:49][CH2:50][CH:46]3[C:40]3[CH:45]=[CH:44][CH:43]=[CH:42][CH:41]=3)=[O:12])=[N:8]2)=[CH:4][N:3]=1. (2) Given the reactants II.Br[C:4]1[CH:13]=[CH:12][C:11]2[C:6](=[CH:7][CH:8]=[CH:9][CH:10]=2)[CH:5]=1.CO[CH:16]=[C:17]=[CH2:18].[Cl-].[NH4+], predict the reaction product. The product is: [CH2:18]([C:4]1[CH:13]=[CH:12][C:11]2[C:6](=[CH:7][CH:8]=[CH:9][CH:10]=2)[CH:5]=1)[C:17]#[CH:16]. (3) Given the reactants [Cl:1][C:2]1[CH:3]=[C:4]2[C:9](=[CH:10][CH:11]=1)[N:8]1[CH:12]=[CH:13][CH:14]=[C:7]1[CH:6]([CH2:15][CH3:16])[N:5]2S(C1C=CC(O)=C(C)C=1)(=O)=O.[CH3:28][O:29][C:30]1[CH:38]=[C:37]([O:39][CH3:40])[CH:36]=[CH:35][C:31]=1[C:32](Cl)=[O:33], predict the reaction product. The product is: [Cl:1][C:2]1[CH:3]=[C:4]2[C:9](=[CH:10][CH:11]=1)[N:8]1[CH:12]=[CH:13][CH:14]=[C:7]1[CH:6]([CH2:15][CH3:16])[N:5]2[C:32](=[O:33])[C:31]1[CH:35]=[CH:36][C:37]([O:39][CH3:40])=[CH:38][C:30]=1[O:29][CH3:28]. (4) Given the reactants [CH:1]1([CH2:4][N:5]([CH2:18][CH2:19][CH2:20][OH:21])[C:6]2[CH:13]=[CH:12][C:9]([C:10]#[N:11])=[C:8]([C:14]([F:17])([F:16])[F:15])[CH:7]=2)[CH2:3][CH2:2]1.[CH3:22][O:23][C:24]1[CH:29]=[CH:28][C:27](O)=[CH:26][CH:25]=1, predict the reaction product. The product is: [CH:1]1([CH2:4][N:5]([CH2:18][CH2:19][CH2:20][O:21][C:27]2[CH:28]=[CH:29][C:24]([O:23][CH3:22])=[CH:25][CH:26]=2)[C:6]2[CH:13]=[CH:12][C:9]([C:10]#[N:11])=[C:8]([C:14]([F:16])([F:17])[F:15])[CH:7]=2)[CH2:2][CH2:3]1. (5) Given the reactants [Cl:1][C:2]1[CH:3]=[CH:4][C:5]([OH:25])=[C:6]([CH:24]=1)[C:7]([NH:9][C:10]1[CH:15]=[C:14]([C:16]([F:19])([F:18])[F:17])[CH:13]=[C:12]([C:20]([F:23])([F:22])[F:21])[CH:11]=1)=[O:8].[C:26]([O:30][C:31]([NH:33][C@H:34]([C:39]([NH:41][C@H:42]([C:50](O)=[O:51])[CH2:43][C:44]1[CH:49]=[CH:48][CH:47]=[CH:46][CH:45]=1)=[O:40])[CH2:35][CH:36]([CH3:38])[CH3:37])=[O:32])([CH3:29])([CH3:28])[CH3:27], predict the reaction product. The product is: [C:26]([O:30][C:31]([NH:33][C@H:34]([C:39]([NH:41][C@H:42]([C:50]([O:25][C:5]1[CH:4]=[CH:3][C:2]([Cl:1])=[CH:24][C:6]=1[C:7]([NH:9][C:10]1[CH:15]=[C:14]([C:16]([F:19])([F:18])[F:17])[CH:13]=[C:12]([C:20]([F:21])([F:22])[F:23])[CH:11]=1)=[O:8])=[O:51])[CH2:43][C:44]1[CH:49]=[CH:48][CH:47]=[CH:46][CH:45]=1)=[O:40])[CH2:35][CH:36]([CH3:38])[CH3:37])=[O:32])([CH3:27])([CH3:28])[CH3:29]. (6) Given the reactants [CH3:1][O:2][N:3]=[CH:4][C:5]1[CH:10]=[CH:9][C:8]([F:11])=[CH:7][C:6]=1[C:12]([F:15])([F:14])[F:13].C([BH3-])#N.[Na+], predict the reaction product. The product is: [F:11][C:8]1[CH:9]=[CH:10][C:5]([CH2:4][NH:3][O:2][CH3:1])=[C:6]([C:12]([F:13])([F:14])[F:15])[CH:7]=1.